From a dataset of Full USPTO retrosynthesis dataset with 1.9M reactions from patents (1976-2016). Predict the reactants needed to synthesize the given product. (1) Given the product [F:52][C:46]1[C:47]([F:51])=[CH:48][CH:49]=[CH:50][C:45]=1[NH:44][C:42](=[O:43])[CH2:41][C:39]1[NH:38][N:37]=[C:36]([NH:35][C:29]2[C:28]3[C:33](=[CH:34][C:25]([O:24][CH2:23][CH2:22][CH2:21][N:17]4[CH2:18][CH2:19][CH2:20][C@H:16]4[CH2:15][CH2:14][OH:13])=[CH:26][CH:27]=3)[N:32]=[CH:31][N:30]=2)[CH:40]=1, predict the reactants needed to synthesize it. The reactants are: P([O:13][CH2:14][CH2:15][C@@H:16]1[CH2:20][CH2:19][CH2:18][N:17]1[CH2:21][CH2:22][CH2:23][O:24][C:25]1[CH:34]=[C:33]2[C:28]([C:29]([NH:35][C:36]3[CH:40]=[C:39]([CH2:41][C:42]([NH:44][C:45]4[CH:50]=[CH:49][CH:48]=[C:47]([F:51])[C:46]=4[F:52])=[O:43])[NH:38][N:37]=3)=[N:30][CH:31]=[N:32]2)=[CH:27][CH:26]=1)(OC(C)(C)C)(OC(C)(C)C)=O.OCC[C@@H]1CCCN1. (2) The reactants are: [Cl:1][C:2]1[CH:3]=[C:4]2[C:9](=[CH:10][CH:11]=1)[N:8]=[C:7]([CH2:12][CH2:13][CH3:14])[N:6]=[C:5]2O.P(Cl)(Cl)([Cl:18])=O.C(N(CC)CC)C. Given the product [Cl:18][C:5]1[C:4]2[C:9](=[CH:10][CH:11]=[C:2]([Cl:1])[CH:3]=2)[N:8]=[C:7]([CH2:12][CH2:13][CH3:14])[N:6]=1, predict the reactants needed to synthesize it. (3) Given the product [CH:1]1([C:4]2[CH:5]=[C:6]([C@@H:10]([NH:12][C:13]([C:15]3[CH:16]=[C:17]4[C:21](=[CH:22][CH:23]=3)[N:20]([CH2:24][C:25]3[CH:26]=[C:27]([CH:32]=[CH:33][CH:34]=3)[C:28]([OH:30])=[O:29])[C:19]([CH3:35])=[C:18]4[CH3:36])=[O:14])[CH3:11])[CH:7]=[CH:8][CH:9]=2)[CH2:2][CH2:3]1, predict the reactants needed to synthesize it. The reactants are: [CH:1]1([C:4]2[CH:5]=[C:6]([C@@H:10]([NH:12][C:13]([C:15]3[CH:16]=[C:17]4[C:21](=[CH:22][CH:23]=3)[N:20]([CH2:24][C:25]3[CH:26]=[C:27]([CH:32]=[CH:33][CH:34]=3)[C:28]([O:30]C)=[O:29])[C:19]([CH3:35])=[C:18]4[CH3:36])=[O:14])[CH3:11])[CH:7]=[CH:8][CH:9]=2)[CH2:3][CH2:2]1.[OH-].[Na+]. (4) The reactants are: [CH3:1][N:2]1[CH:6]=[CH:5][C:4]([C:7]([F:10])([F:9])[F:8])=[N:3]1.[Li+].CC([N-]C(C)C)C.C[O:20][B:21](OC)[O:22]C.Cl. Given the product [CH3:1][N:2]1[C:6]([B:21]([OH:22])[OH:20])=[CH:5][C:4]([C:7]([F:10])([F:9])[F:8])=[N:3]1, predict the reactants needed to synthesize it. (5) The reactants are: C[N+]1([O-])CCOCC1.[CH2:9]([C:12]1([CH2:16][OH:17])[CH2:15][CH2:14][CH2:13]1)[CH2:10][CH3:11]. Given the product [CH2:9]([C:12]1([CH:16]=[O:17])[CH2:15][CH2:14][CH2:13]1)[CH2:10][CH3:11], predict the reactants needed to synthesize it. (6) Given the product [C:1]1([C:7]2[N:8]=[C:9]([CH2:12][N:14]([CH2:49][CH2:50][CH3:51])[C:15]3[CH:16]=[C:17]([CH:32]=[CH:33][CH:34]=3)[CH2:18][O:19][C:20]3[CH:21]=[CH:22][C:23]([CH2:26][CH2:27][C:28]([O:30][CH3:31])=[O:29])=[CH:24][CH:25]=3)[S:10][CH:11]=2)[CH:2]=[CH:3][CH:4]=[CH:5][CH:6]=1, predict the reactants needed to synthesize it. The reactants are: [C:1]1([C:7]2[N:8]=[C:9]([CH:12]=O)[S:10][CH:11]=2)[CH:6]=[CH:5][CH:4]=[CH:3][CH:2]=1.[NH2:14][C:15]1[CH:16]=[C:17]([CH:32]=[CH:33][CH:34]=1)[CH2:18][O:19][C:20]1[CH:25]=[CH:24][C:23]([CH2:26][CH2:27][C:28]([O:30][CH3:31])=[O:29])=[CH:22][CH:21]=1.C(O[BH-](OC(=O)C)OC(=O)C)(=O)C.[Na+].[CH:49](=O)[CH2:50][CH3:51]. (7) Given the product [Si:62]([O:69][C@H:70]([CH3:102])[C@@H:71]([NH:91][C:92]1[CH:99]=[CH:98][C:95]([C:96]#[N:97])=[C:94]([Cl:100])[C:93]=1[CH3:101])[C:72]1[O:73][C:74]([C:77]2[CH:82]=[CH:81][CH:80]=[C:79]([O:83][Si:84]([C:87]([CH3:88])([CH3:89])[CH3:90])([CH3:85])[CH3:86])[CH:78]=2)=[N:75][N:76]=1)([C:65]([CH3:66])([CH3:67])[CH3:68])([CH3:63])[CH3:64], predict the reactants needed to synthesize it. The reactants are: [Si](OC1C=C(C=CC=1)C(NNC(=O)[C@H](NC1C=CC(C#N)=C(Cl)C=1C)[C@H](O[Si](C(C)(C)C)(C)C)C)=O)(C(C)(C)C)(C)C.C1C=CC(P(C2C=CC=CC=2)C2C=CC=CC=2)=CC=1.[Si:62]([O:69][C@@H:70]([CH3:102])[C@@H:71]([NH:91][C:92]1[CH:99]=[CH:98][C:95]([C:96]#[N:97])=[C:94]([Cl:100])[C:93]=1[CH3:101])[C:72]1[O:73][C:74]([C:77]2[CH:82]=[CH:81][CH:80]=[C:79]([O:83][Si:84]([C:87]([CH3:90])([CH3:89])[CH3:88])([CH3:86])[CH3:85])[CH:78]=2)=[N:75][N:76]=1)([C:65]([CH3:68])([CH3:67])[CH3:66])([CH3:64])[CH3:63].